Predict the product of the given reaction. From a dataset of Forward reaction prediction with 1.9M reactions from USPTO patents (1976-2016). (1) Given the reactants [CH3:1][N:2]1[C:10]2[C:5](=[CH:6][CH:7]=[CH:8][CH:9]=2)[CH:4]=[C:3]1[C:11]([OH:13])=O.C(Cl)(=O)C(Cl)=O.[NH2:20][C:21]1[CH:26]=[CH:25][C:24]([C:27]2[C:35]3[C:30](=[N:31][CH:32]=[N:33][C:34]=3[NH2:36])[N:29]([C@H:37]3[CH2:42][CH2:41][C@H:40]([N:43]4[CH2:48][CH2:47][N:46]([CH3:49])[CH2:45][CH2:44]4)[CH2:39][CH2:38]3)[N:28]=2)=[CH:23][C:22]=1[O:50][CH3:51], predict the reaction product. The product is: [NH2:36][C:34]1[N:33]=[CH:32][N:31]=[C:30]2[N:29]([C@H:37]3[CH2:42][CH2:41][C@H:40]([N:43]4[CH2:44][CH2:45][N:46]([CH3:49])[CH2:47][CH2:48]4)[CH2:39][CH2:38]3)[N:28]=[C:27]([C:24]3[CH:25]=[CH:26][C:21]([NH:20][C:11]([C:3]4[N:2]([CH3:1])[C:10]5[C:5]([CH:4]=4)=[CH:6][CH:7]=[CH:8][CH:9]=5)=[O:13])=[C:22]([O:50][CH3:51])[CH:23]=3)[C:35]=12. (2) Given the reactants C(N(CC)CC)C.[CH3:8][C:9]1[CH:10]=[C:11]([NH:16][C:17]([C:19]2[C:20](=[S:25])[NH:21][CH:22]=[CH:23][CH:24]=2)=[O:18])[CH:12]=[C:13]([CH3:15])[CH:14]=1.[C:26]([NH:29][C:30]1[N:35]=[C:34]([CH2:36]Cl)[CH:33]=[CH:32][N:31]=1)(=[O:28])[CH3:27].C(OCC)(=O)C, predict the reaction product. The product is: [C:26]([NH:29][C:30]1[N:35]=[C:34]([CH2:36][S:25][C:20]2[C:19]([C:17]([NH:16][C:11]3[CH:12]=[C:13]([CH3:15])[CH:14]=[C:9]([CH3:8])[CH:10]=3)=[O:18])=[CH:24][CH:23]=[CH:22][N:21]=2)[CH:33]=[CH:32][N:31]=1)(=[O:28])[CH3:27]. (3) Given the reactants [O:1]1[C:5]2[CH:6]=[C:7]([CH:10]3[CH2:15][CH2:14][N:13](C(OC(C)(C)C)=O)[CH2:12][CH2:11]3)[CH:8]=[CH:9][C:4]=2[CH:3]=[CH:2]1.[OH-].[Na+], predict the reaction product. The product is: [O:1]1[C:5]2[CH:6]=[C:7]([CH:10]3[CH2:15][CH2:14][NH:13][CH2:12][CH2:11]3)[CH:8]=[CH:9][C:4]=2[CH:3]=[CH:2]1. (4) Given the reactants [N:1]([C@@H:4]1[CH2:13][C:12]2[C:7](=[CH:8][CH:9]=[CH:10][CH:11]=2)[CH2:6][C@H:5]1[OH:14])=[N+]=[N-], predict the reaction product. The product is: [NH2:1][C@@H:4]1[CH2:13][C:12]2[C:7](=[CH:8][CH:9]=[CH:10][CH:11]=2)[CH2:6][C@H:5]1[OH:14]. (5) The product is: [CH2:1]([O:3][C:4](=[O:24])[CH2:5][C:6]1[CH:11]=[CH:10][CH:9]=[C:8]([S:12][C:13]2[C:21]3[C:16](=[CH:17][C:18]([Cl:22])=[CH:19][CH:20]=3)[N:15]([C:26]3[CH:27]=[N:28][CH:29]=[C:30]([CH3:32])[CH:31]=3)[C:14]=2[CH3:23])[CH:7]=1)[CH3:2]. Given the reactants [CH2:1]([O:3][C:4](=[O:24])[CH2:5][C:6]1[CH:11]=[CH:10][CH:9]=[C:8]([S:12][C:13]2[C:21]3[C:16](=[CH:17][C:18]([Cl:22])=[CH:19][CH:20]=3)[NH:15][C:14]=2[CH3:23])[CH:7]=1)[CH3:2].Br[C:26]1[CH:27]=[N:28][CH:29]=[C:30]([CH3:32])[CH:31]=1, predict the reaction product.